Dataset: Full USPTO retrosynthesis dataset with 1.9M reactions from patents (1976-2016). Task: Predict the reactants needed to synthesize the given product. (1) Given the product [Cl:23][C:15]1[CH:14]=[C:13]([CH:18]=[CH:17][C:16]=1[OH:19])[CH2:12][N:9]1[CH2:10][CH2:11][C:6]([CH2:24][CH2:25][O:26][C:27]2[CH:28]=[CH:29][CH:30]=[CH:31][CH:32]=2)([C:4]([O:3][CH2:1][CH3:2])=[O:5])[CH2:7][CH2:8]1, predict the reactants needed to synthesize it. The reactants are: [CH2:1]([O:3][C:4]([C:6]1([CH2:24][CH2:25][O:26][C:27]2[CH:32]=[CH:31][CH:30]=[CH:29][CH:28]=2)[CH2:11][CH2:10][N:9]([CH2:12][C:13]2[CH:18]=[CH:17][C:16]([O:19]CC=C)=[C:15]([Cl:23])[CH:14]=2)[CH2:8][CH2:7]1)=[O:5])[CH3:2].C([SiH](CC)CC)C.C(O)(=O)C. (2) Given the product [CH2:11]([O:10][C:8]([N:1]1[CH:6]=[CH:5][CH:4]([C:13]2[CH:18]=[CH:17][CH:16]=[CH:15][CH:14]=2)[CH:3]=[CH:2]1)=[O:9])[CH3:12], predict the reactants needed to synthesize it. The reactants are: [N:1]1[CH:6]=[CH:5][CH:4]=[CH:3][CH:2]=1.Cl[C:8]([O:10][CH2:11][CH3:12])=[O:9].[C:13]1([Mg]Cl)[CH:18]=[CH:17][CH:16]=[CH:15][CH:14]=1. (3) Given the product [Cl:33][C:27]1[CH:28]=[CH:29][CH:30]=[C:31]([Cl:32])[C:26]=1[C:25]([NH:24][C@H:23]([C:35]([OH:37])=[O:36])[CH2:22][C:21]1[CH:39]=[CH:40][C:18]([O:17][CH2:16][C:14]2[CH:13]=[CH:12][CH:11]=[C:10]([NH:9][CH3:7])[N:15]=2)=[CH:19][CH:20]=1)=[O:34], predict the reactants needed to synthesize it. The reactants are: Cl.C(O[C:7]([N:9](C)[C:10]1[N:15]=[C:14]([CH2:16][O:17][C:18]2[CH:40]=[CH:39][C:21]([CH2:22][C@@H:23]([C:35]([O:37]C)=[O:36])[NH:24][C:25](=[O:34])[C:26]3[C:31]([Cl:32])=[CH:30][CH:29]=[CH:28][C:27]=3[Cl:33])=[CH:20][CH:19]=2)[CH:13]=[CH:12][CH:11]=1)=O)(C)(C)C.